This data is from Catalyst prediction with 721,799 reactions and 888 catalyst types from USPTO. The task is: Predict which catalyst facilitates the given reaction. (1) Reactant: C([O:4][C:5](=[O:17])[C:6]1[CH:11]=[C:10]([CH3:12])[C:9]([NH:13][CH:14]([CH3:16])[CH3:15])=[N:8][CH:7]=1)(C)C. Product: [CH:14]([NH:13][C:9]1[C:10]([CH3:12])=[CH:11][C:6]([C:5]([OH:17])=[O:4])=[CH:7][N:8]=1)([CH3:16])[CH3:15]. The catalyst class is: 33. (2) Reactant: Cl[C:2]1[CH:10]=[C:9]2[C:5]([CH:6]=[N:7][NH:8]2)=[CH:4][C:3]=1[C:11]#[N:12].C(=O)(O)[O-].[Na+].[ClH:18].[NH2:19][OH:20]. The catalyst class is: 8. Product: [Cl:18][C:2]1[CH:10]=[C:9]2[C:5]([CH:6]=[N:7][NH:8]2)=[CH:4][C:3]=1[C:11](=[NH:12])[NH:19][OH:20]. (3) Reactant: [O:1]=[C:2]1[N:10]([CH2:11][CH2:12][CH3:13])[C:9]2[N:8]=[C:7]([C:14]34[CH2:21][CH2:20][C:17]([C:22](O)=[O:23])([CH2:18][CH2:19]3)[CH2:16][CH2:15]4)[NH:6][C:5]=2[C:4](=[O:25])[N:3]1[CH2:26][CH2:27][CH3:28].Cl.[NH:30]([CH2:32][C:33]([OH:35])=[O:34])[CH3:31].CCN(CC)CC.CN(C(ON1N=NC2C=CC=NC1=2)=[N+](C)C)C.F[P-](F)(F)(F)(F)F. Product: [O:1]=[C:2]1[N:10]([CH2:11][CH2:12][CH3:13])[C:9]2[N:8]=[C:7]([C:14]34[CH2:15][CH2:16][C:17]([C:22]([N:30]([CH2:32][C:33]([OH:35])=[O:34])[CH3:31])=[O:23])([CH2:18][CH2:19]3)[CH2:20][CH2:21]4)[NH:6][C:5]=2[C:4](=[O:25])[N:3]1[CH2:26][CH2:27][CH3:28]. The catalyst class is: 10. (4) Reactant: [F:1][C:2]1[CH:3]=[C:4]([C:10]2[C:14]([C:15]3[CH:20]=[CH:19][CH:18]=[CH:17][CH:16]=3)=[CH:13][S:12][C:11]=2[C:21]([O:23][CH3:24])=[O:22])[CH:5]=[CH:6][C:7]=1[S:8][CH3:9].O.O.O.O.O.O.C(O[O-])(=O)C1C(=CC=CC=1)C([O-])=[O:35].[Mg+2]. Product: [F:1][C:2]1[CH:3]=[C:4]([C:10]2[C:14]([C:15]3[CH:20]=[CH:19][CH:18]=[CH:17][CH:16]=3)=[CH:13][S:12][C:11]=2[C:21]([O:23][CH3:24])=[O:22])[CH:5]=[CH:6][C:7]=1[S:8]([CH3:9])=[O:35]. The catalyst class is: 98. (5) Reactant: C([O:8][C:9]1[CH:10]=[C:11]([CH:15]2[C:20]([CH3:22])([CH3:21])[O:19][C:18]([NH:23][CH:24]3[CH2:29][CH2:28][CH2:27][CH2:26][CH2:25]3)=[N:17][S:16]2(=[O:31])=[O:30])[CH:12]=[CH:13][CH:14]=1)C1C=CC=CC=1. Product: [CH:24]1([NH:23][C:18]2[O:19][C:20]([CH3:22])([CH3:21])[CH:15]([C:11]3[CH:10]=[C:9]([OH:8])[CH:14]=[CH:13][CH:12]=3)[S:16](=[O:31])(=[O:30])[N:17]=2)[CH2:29][CH2:28][CH2:27][CH2:26][CH2:25]1. The catalyst class is: 19. (6) Reactant: [F:1][C:2]1[CH:3]=[CH:4][C:5]2[N:10]([C:11]3[CH:16]=[CH:15][CH:14]=[CH:13][C:12]=3[F:17])[S:9](=[O:19])(=[O:18])[CH:8]([CH2:20][CH2:21][CH2:22][NH:23][CH3:24])[CH2:7][C:6]=2[CH:25]=1.BrC1C=CC([F:33])=CC=1CCS(Cl)(=O)=O.FC1C=CC(F)=CC=1N.CN(C)CC. Product: [F:17][C:12]1[CH:13]=[CH:14][C:15]([F:33])=[CH:16][C:11]=1[N:10]1[C:5]2[CH:4]=[CH:3][C:2]([F:1])=[CH:25][C:6]=2[CH2:7][CH:8]([CH2:20][CH2:21][CH2:22][NH:23][CH3:24])[S:9]1(=[O:19])=[O:18]. The catalyst class is: 5.